Regression. Given two drug SMILES strings and cell line genomic features, predict the synergy score measuring deviation from expected non-interaction effect. From a dataset of NCI-60 drug combinations with 297,098 pairs across 59 cell lines. (1) Drug 1: CC(C)(C#N)C1=CC(=CC(=C1)CN2C=NC=N2)C(C)(C)C#N. Drug 2: CN(CCCl)CCCl.Cl. Cell line: A498. Synergy scores: CSS=7.86, Synergy_ZIP=-1.26, Synergy_Bliss=2.36, Synergy_Loewe=-1.22, Synergy_HSA=-1.36. (2) Drug 1: CC1=C(C=C(C=C1)NC2=NC=CC(=N2)N(C)C3=CC4=NN(C(=C4C=C3)C)C)S(=O)(=O)N.Cl. Drug 2: CC1C(C(CC(O1)OC2CC(CC3=C2C(=C4C(=C3O)C(=O)C5=C(C4=O)C(=CC=C5)OC)O)(C(=O)C)O)N)O.Cl. Cell line: BT-549. Synergy scores: CSS=26.4, Synergy_ZIP=13.0, Synergy_Bliss=17.1, Synergy_Loewe=-10.5, Synergy_HSA=14.7. (3) Synergy scores: CSS=49.2, Synergy_ZIP=-6.03, Synergy_Bliss=-5.11, Synergy_Loewe=-0.784, Synergy_HSA=0.490. Cell line: HCT116. Drug 1: CC1C(C(CC(O1)OC2CC(CC3=C2C(=C4C(=C3O)C(=O)C5=C(C4=O)C(=CC=C5)OC)O)(C(=O)CO)O)N)O.Cl. Drug 2: CC1C(C(CC(O1)OC2CC(CC3=C2C(=C4C(=C3O)C(=O)C5=CC=CC=C5C4=O)O)(C(=O)C)O)N)O. (4) Drug 1: C1CCN(CC1)CCOC2=CC=C(C=C2)C(=O)C3=C(SC4=C3C=CC(=C4)O)C5=CC=C(C=C5)O. Drug 2: CC(CN1CC(=O)NC(=O)C1)N2CC(=O)NC(=O)C2. Cell line: SK-MEL-2. Synergy scores: CSS=9.97, Synergy_ZIP=-1.58, Synergy_Bliss=4.68, Synergy_Loewe=1.73, Synergy_HSA=2.02. (5) Drug 2: CCC1(C2=C(COC1=O)C(=O)N3CC4=CC5=C(C=CC(=C5CN(C)C)O)N=C4C3=C2)O.Cl. Synergy scores: CSS=24.5, Synergy_ZIP=-6.44, Synergy_Bliss=1.32, Synergy_Loewe=-41.6, Synergy_HSA=0.446. Drug 1: C1=NNC2=C1C(=O)NC=N2. Cell line: IGROV1. (6) Drug 1: C1CC(C1)(C(=O)O)C(=O)O.[NH2-].[NH2-].[Pt+2]. Drug 2: CC1=C(N=C(N=C1N)C(CC(=O)N)NCC(C(=O)N)N)C(=O)NC(C(C2=CN=CN2)OC3C(C(C(C(O3)CO)O)O)OC4C(C(C(C(O4)CO)O)OC(=O)N)O)C(=O)NC(C)C(C(C)C(=O)NC(C(C)O)C(=O)NCCC5=NC(=CS5)C6=NC(=CS6)C(=O)NCCC[S+](C)C)O. Cell line: NCI-H460. Synergy scores: CSS=51.4, Synergy_ZIP=-2.93, Synergy_Bliss=-2.81, Synergy_Loewe=-0.413, Synergy_HSA=1.00. (7) Drug 2: CS(=O)(=O)CCNCC1=CC=C(O1)C2=CC3=C(C=C2)N=CN=C3NC4=CC(=C(C=C4)OCC5=CC(=CC=C5)F)Cl. Drug 1: C1CCC(C1)C(CC#N)N2C=C(C=N2)C3=C4C=CNC4=NC=N3. Cell line: BT-549. Synergy scores: CSS=4.62, Synergy_ZIP=2.01, Synergy_Bliss=8.08, Synergy_Loewe=3.37, Synergy_HSA=4.34. (8) Drug 1: CC1=C(C(=CC=C1)Cl)NC(=O)C2=CN=C(S2)NC3=CC(=NC(=N3)C)N4CCN(CC4)CCO. Drug 2: CNC(=O)C1=NC=CC(=C1)OC2=CC=C(C=C2)NC(=O)NC3=CC(=C(C=C3)Cl)C(F)(F)F. Cell line: A498. Synergy scores: CSS=13.0, Synergy_ZIP=-5.73, Synergy_Bliss=-3.68, Synergy_Loewe=-27.0, Synergy_HSA=-5.13. (9) Drug 1: C1=NC2=C(N1)C(=S)N=CN2. Drug 2: CCN(CC)CCCC(C)NC1=C2C=C(C=CC2=NC3=C1C=CC(=C3)Cl)OC. Cell line: MDA-MB-231. Synergy scores: CSS=30.5, Synergy_ZIP=-4.06, Synergy_Bliss=-0.0213, Synergy_Loewe=-9.47, Synergy_HSA=-0.527. (10) Drug 1: CNC(=O)C1=CC=CC=C1SC2=CC3=C(C=C2)C(=NN3)C=CC4=CC=CC=N4. Drug 2: C1=NC2=C(N=C(N=C2N1C3C(C(C(O3)CO)O)F)Cl)N. Cell line: TK-10. Synergy scores: CSS=13.9, Synergy_ZIP=-11.1, Synergy_Bliss=-2.65, Synergy_Loewe=-16.5, Synergy_HSA=-3.19.